Dataset: Full USPTO retrosynthesis dataset with 1.9M reactions from patents (1976-2016). Task: Predict the reactants needed to synthesize the given product. The reactants are: Cl[C:2]1[C:16]([N+:17]([O-:19])=[O:18])=[CH:15][CH:14]=[C:13]([Cl:20])[C:3]=1[C:4]([NH:6][C:7]1[CH:12]=[CH:11][CH:10]=[CH:9][CH:8]=1)=[O:5].CC([O-])=[O:23].[K+].C1OCCOCCOCCOCCOCCOC1.[OH-].[Na+]. Given the product [Cl:20][C:13]1[C:3]([C:4]([NH:6][C:7]2[CH:12]=[CH:11][CH:10]=[CH:9][CH:8]=2)=[O:5])=[C:2]([OH:23])[C:16]([N+:17]([O-:19])=[O:18])=[CH:15][CH:14]=1, predict the reactants needed to synthesize it.